This data is from CYP2C19 inhibition data for predicting drug metabolism from PubChem BioAssay. The task is: Regression/Classification. Given a drug SMILES string, predict its absorption, distribution, metabolism, or excretion properties. Task type varies by dataset: regression for continuous measurements (e.g., permeability, clearance, half-life) or binary classification for categorical outcomes (e.g., BBB penetration, CYP inhibition). Dataset: cyp2c19_veith. The molecule is c1cc(CCN2CCCCC2)ccn1. The result is 0 (non-inhibitor).